From a dataset of Forward reaction prediction with 1.9M reactions from USPTO patents (1976-2016). Predict the product of the given reaction. (1) Given the reactants [C:1]([O:4][C@@H:5]1[C@H:9]([O:10][C:11](=[O:13])[CH3:12])[C@@H:8]([C:14]#[CH:15])[O:7][C@H:6]1[N:16]1[CH:24]=[N:23][C:22]2[C:17]1=[N:18][CH:19]=[N:20][C:21]=2Cl)(=[O:3])[CH3:2].[Cl:26][C:27]1[CH:33]=[CH:32][C:30]([NH2:31])=[C:29]([CH3:34])[CH:28]=1, predict the reaction product. The product is: [C:1]([O:4][C@@H:5]1[C@H:9]([O:10][C:11](=[O:13])[CH3:12])[C@@H:8]([C:14]#[CH:15])[O:7][C@H:6]1[N:16]1[CH:24]=[N:23][C:22]2[C:17]1=[N:18][CH:19]=[N:20][C:21]=2[NH:31][C:30]1[CH:32]=[CH:33][C:27]([Cl:26])=[CH:28][C:29]=1[CH3:34])(=[O:3])[CH3:2]. (2) Given the reactants Cl[C:2]1[CH:3]=[C:4]([CH:6]=[CH:7][C:8]=1[O:9][C:10]1[C:19]2[C:14](=[CH:15][C:16]([O:22][CH3:23])=[C:17]([O:20][CH3:21])[CH:18]=2)[N:13]=[CH:12][CH:11]=1)[NH2:5].[La:24], predict the reaction product. The product is: [La:24].[CH3:21][O:20][C:17]1[CH:18]=[C:19]2[C:14](=[CH:15][C:16]=1[O:22][CH3:23])[N:13]=[CH:12][CH:11]=[C:10]2[O:9][C:8]1[CH:7]=[CH:6][C:4]([NH2:5])=[CH:3][CH:2]=1. (3) Given the reactants [CH3:1][N:2]1[CH:6]=[C:5]([C:7]2[CH:8]=[C:9]3[C:14](=[C:15]([O:17]COCC[Si](C)(C)C)[CH:16]=2)[N:13]=[CH:12][N:11](COCC[Si](C)(C)C)[C:10]3=[O:34])[N:4]=[CH:3]1, predict the reaction product. The product is: [OH:17][C:15]1[CH:16]=[C:7]([C:5]2[N:4]=[CH:3][N:2]([CH3:1])[CH:6]=2)[CH:8]=[C:9]2[C:14]=1[N:13]=[CH:12][NH:11][C:10]2=[O:34]. (4) Given the reactants Cl.[NH2:2][C@H:3]([C:5]1[C:6](=[O:17])[NH:7][C:8]2[C:13]([CH:14]=1)=[CH:12][C:11]([Cl:15])=[C:10]([F:16])[CH:9]=2)[CH3:4].Cl[C:19]1[N:24]=[C:23]([NH:25][C:26]([CH:28]2[CH2:30][CH2:29]2)=[O:27])[CH:22]=[CH:21][N:20]=1.CCN(C(C)C)C(C)C, predict the reaction product. The product is: [Cl:15][C:11]1[CH:12]=[C:13]2[C:8](=[CH:9][C:10]=1[F:16])[NH:7][C:6](=[O:17])[C:5]([C@@H:3]([NH:2][C:19]1[N:24]=[C:23]([NH:25][C:26]([CH:28]3[CH2:29][CH2:30]3)=[O:27])[CH:22]=[CH:21][N:20]=1)[CH3:4])=[CH:14]2.